Dataset: Forward reaction prediction with 1.9M reactions from USPTO patents (1976-2016). Task: Predict the product of the given reaction. (1) Given the reactants [CH2:1]([N:3]([C:6]1[CH:7]=[C:8]([OH:12])[CH:9]=[CH:10][CH:11]=1)[CH2:4][CH3:5])[CH3:2].[C:13]1(=O)[O:18][C:16](=[O:17])[C:15]2=[CH:19][CH:20]=[CH:21][CH:22]=[C:14]12, predict the reaction product. The product is: [OH:12][C:8]1[CH:9]=[CH:10][C:11]([C:13]2([C:11]3[CH:10]=[CH:9][C:8]([OH:12])=[CH:7][C:6]=3[N:3]([CH2:4][CH3:5])[CH2:1][CH3:2])[C:14]3[C:15](=[CH:19][CH:20]=[CH:21][CH:22]=3)[C:16](=[O:17])[O:18]2)=[C:6]([N:3]([CH2:4][CH3:5])[CH2:1][CH3:2])[CH:7]=1. (2) Given the reactants Cl.[C:2]([CH2:4][C:5]1[CH:10]=[CH:9][NH+:8]=[CH:7][CH:6]=1)#[N:3].Cl[CH2:12][CH2:13][N:14]([CH2:22][CH2:23]Cl)[C:15](=[O:21])[O:16][C:17]([CH3:20])([CH3:19])[CH3:18].C(=O)([O-])[O-].[Cs+].[Cs+].CS(C)=O, predict the reaction product. The product is: [C:2]([C:4]1([C:5]2[CH:10]=[CH:9][N:8]=[CH:7][CH:6]=2)[CH2:23][CH2:22][N:14]([C:15]([O:16][C:17]([CH3:19])([CH3:18])[CH3:20])=[O:21])[CH2:13][CH2:12]1)#[N:3].